Dataset: Reaction yield outcomes from USPTO patents with 853,638 reactions. Task: Predict the reaction yield, written as a fraction of the theoretical maximum amount of product (1.0 means a 100% yield; for example, 0.34 means a 34% yield). (1) The reactants are Cl[C:2]1[N:3]=[C:4]([N:17]([CH2:19][CH3:20])[CH3:18])[C:5]2[CH2:10][CH2:9][CH:8]([C:11]3[CH:16]=[CH:15][CH:14]=[CH:13][CH:12]=3)[C:6]=2[N:7]=1.[Cl:21][C:22]1[N:23]=[CH:24][N:25]([C:27]2[CH:33]=[CH:32][C:30]([NH2:31])=[CH:29][C:28]=2[O:34][CH3:35])[CH:26]=1. The catalyst is C1COCC1.C(O)(=O)C. The product is [Cl:21][C:22]1[N:23]=[CH:24][N:25]([C:27]2[CH:33]=[CH:32][C:30]([NH:31][C:2]3[N:3]=[C:4]([N:17]([CH2:19][CH3:20])[CH3:18])[C:5]4[CH2:10][CH2:9][CH:8]([C:11]5[CH:16]=[CH:15][CH:14]=[CH:13][CH:12]=5)[C:6]=4[N:7]=3)=[CH:29][C:28]=2[O:34][CH3:35])[CH:26]=1. The yield is 0.307. (2) The reactants are C(ON[C@H]1CN[C@H](C(N)=O)C(C)=C1)C=C.[CH2:16]([O:19][N:20]([C@H:33]1[CH2:38][NH:37][C@H:36]([C:39]([NH2:41])=[O:40])[C:35]([CH:42]([CH3:44])[CH3:43])=[CH:34]1)S(C1C=CC=CC=1[N+]([O-])=O)(=O)=O)[CH:17]=[CH2:18]. No catalyst specified. The product is [CH2:16]([O:19][NH:20][C@H:33]1[CH2:38][NH:37][C@H:36]([C:39]([NH2:41])=[O:40])[C:35]([CH:42]([CH3:44])[CH3:43])=[CH:34]1)[CH:17]=[CH2:18]. The yield is 0.610. (3) The reactants are [C:1]([O:5][C:6]([N:8]1[C:16]2[C:11](=[CH:12][CH:13]=[CH:14][CH:15]=2)[CH2:10][C:9]1=[O:17])=[O:7])([CH3:4])([CH3:3])[CH3:2].[NH:18]1[C:26]2[C:21](=[CH:22][CH:23]=[CH:24][CH:25]=2)[C:20]([CH:27]=O)=[CH:19]1. The catalyst is N1CCCCC1. The product is [C:1]([O:5][C:6]([N:8]1[C:16]2[C:11](=[CH:12][CH:13]=[CH:14][CH:15]=2)[C:10](=[CH:27][C:20]2[C:21]3[C:26](=[CH:25][CH:24]=[CH:23][CH:22]=3)[NH:18][CH:19]=2)[C:9]1=[O:17])=[O:7])([CH3:4])([CH3:2])[CH3:3]. The yield is 0.550.